This data is from Reaction yield outcomes from USPTO patents with 853,638 reactions. The task is: Predict the reaction yield, written as a fraction of the theoretical maximum amount of product (1.0 means a 100% yield; for example, 0.34 means a 34% yield). (1) The reactants are [Si]([O:8][C:9]1[CH:10]=[C:11]([CH:17]=[CH:18][C:19]=1[O:20][CH3:21])[CH2:12][CH2:13][C:14]([OH:16])=[S:15])(C(C)(C)C)(C)C.[F-].C([N+](CCCC)(CCCC)CCCC)CCC.CO.O. The catalyst is O1CCCC1.C(OCC)(=O)C.C(Cl)(Cl)Cl. The product is [OH:8][C:9]1[CH:10]=[C:11]([CH:17]=[CH:18][C:19]=1[O:20][CH3:21])[CH2:12][CH2:13][C:14]([OH:16])=[S:15]. The yield is 0.500. (2) The yield is 0.390. The catalyst is CS(C)=O.[Cl-].[Na+].O. The reactants are [I-].[CH3:2][S+](C)(C)=O.[H-].[Na+].[H][H].[Cl:11][C:12]1[CH:13]=[C:14]([C:22]2[N:26]=[C:25]([C:27]3[CH:32]=[CH:31][C:30](/[CH:33]=[CH:34]\[C:35]([O:37][CH3:38])=[O:36])=[CH:29][CH:28]=3)[O:24][N:23]=2)[CH:15]=[CH:16][C:17]=1[O:18][CH:19]([CH3:21])[CH3:20]. The product is [Cl:11][C:12]1[CH:13]=[C:14]([C:22]2[N:26]=[C:25]([C:27]3[CH:28]=[CH:29][C:30]([C@@H:33]4[CH2:2][C@H:34]4[C:35]([O:37][CH3:38])=[O:36])=[CH:31][CH:32]=3)[O:24][N:23]=2)[CH:15]=[CH:16][C:17]=1[O:18][CH:19]([CH3:21])[CH3:20]. (3) The yield is 0.730. The catalyst is C1COCC1.C(Cl)Cl.C1C=CC([P]([Pd]([P](C2C=CC=CC=2)(C2C=CC=CC=2)C2C=CC=CC=2)([P](C2C=CC=CC=2)(C2C=CC=CC=2)C2C=CC=CC=2)[P](C2C=CC=CC=2)(C2C=CC=CC=2)C2C=CC=CC=2)(C2C=CC=CC=2)C2C=CC=CC=2)=CC=1.[Cu]I. The product is [S:1]1[C:5]2[CH:6]=[CH:7][CH:8]=[CH:9][C:4]=2[N:3]=[C:2]1[NH:10][C:11]([C:13]1[CH:14]=[CH:15][CH:16]=[C:17]2[C:22]=1[CH2:21][N:20]([C:23]1[S:24][C:25]([C:34]#[C:33][CH2:32][OH:35])=[C:26]([C:28]([O:30][CH3:36])=[O:29])[N:27]=1)[CH2:19][CH2:18]2)=[O:12]. The reactants are [S:1]1[C:5]2[CH:6]=[CH:7][CH:8]=[CH:9][C:4]=2[N:3]=[C:2]1[NH:10][C:11]([C:13]1[CH:14]=[CH:15][CH:16]=[C:17]2[C:22]=1[CH2:21][N:20]([C:23]1[S:24][C:25](I)=[C:26]([C:28]([O-:30])=[O:29])[N:27]=1)[CH2:19][CH2:18]2)=[O:12].[CH2:32]([OH:35])[C:33]#[CH:34].[CH3:36]CN(C(C)C)C(C)C. (4) The reactants are [NH2:1][C:2]1[CH:3]=[C:4]([CH:8]=[C:9]([Cl:12])[C:10]=1[NH2:11])[C:5]([O-:7])=[O:6].[CH:13](O)=O.[OH-].[K+]. The catalyst is O. The product is [Cl:12][C:9]1[C:10]2[N:11]=[CH:13][NH:1][C:2]=2[CH:3]=[C:4]([C:5]([OH:7])=[O:6])[CH:8]=1. The yield is 0.370. (5) The catalyst is ClCCl. The reactants are [ClH:1].O1CCOCC1.[CH2:8]([O:10][C:11]([C@@H:13]([NH:22][C@@H:23]([CH3:27])[C:24](O)=[O:25])[CH2:14][CH2:15][C:16]1[CH:21]=[CH:20][CH:19]=[CH:18][CH:17]=1)=[O:12])[CH3:9].P(Cl)(Cl)(Cl)(Cl)[Cl:29]. The yield is 0.930. The product is [ClH:29].[Cl:1][C:24]([C@@H:23]([NH:22][C@@H:13]([CH2:14][CH2:15][C:16]1[CH:21]=[CH:20][CH:19]=[CH:18][CH:17]=1)[C:11]([O:10][CH2:8][CH3:9])=[O:12])[CH3:27])=[O:25].